Regression/Classification. Given a drug SMILES string, predict its absorption, distribution, metabolism, or excretion properties. Task type varies by dataset: regression for continuous measurements (e.g., permeability, clearance, half-life) or binary classification for categorical outcomes (e.g., BBB penetration, CYP inhibition). Dataset: cyp3a4_substrate_carbonmangels. From a dataset of CYP3A4 substrate classification data from Carbon-Mangels et al.. (1) The molecule is CN(C)CCc1c[nH]c2ccc(C[C@H]3COC(=O)N3)cc12. The result is 0 (non-substrate). (2) The compound is CN1CCN(c2cc3c(cc2F)c(=O)c(C(=O)O)cn3-c2ccc(F)cc2)CC1. The result is 0 (non-substrate).